From a dataset of Cav3 T-type calcium channel HTS with 100,875 compounds. Binary Classification. Given a drug SMILES string, predict its activity (active/inactive) in a high-throughput screening assay against a specified biological target. The molecule is Clc1sc(NC2CS(=O)(=O)CC2)nc1S(=O)(=O)c1ccc(cc1)C. The result is 0 (inactive).